From a dataset of Reaction yield outcomes from USPTO patents with 853,638 reactions. Predict the reaction yield, written as a fraction of the theoretical maximum amount of product (1.0 means a 100% yield; for example, 0.34 means a 34% yield). (1) The reactants are [CH3:1][O:2][CH2:3][C:4](Cl)=[O:5].[OH:7][N:8]1[C:12](=[O:13])[CH2:11][CH2:10][C:9]1=[O:14].C([O-])(O)=O.[Na+]. The product is [CH3:1][O:2][CH2:3][C:4]([O:7][N:8]1[C:12](=[O:13])[CH2:11][CH2:10][C:9]1=[O:14])=[O:5]. The catalyst is ClCCl. The yield is 0.790. (2) The catalyst is CN(C)C1C=CN=CC=1. The yield is 0.740. The reactants are [CH2:1]([O:8][C@@H:9]1[C@@H:18]([O:19][CH2:20][C:21]2[CH:26]=[CH:25][CH:24]=[CH:23][CH:22]=2)[C@H:17]([O:27][C@@H:28]2[O:57][C@H:56]([CH2:58][OH:59])[C@@H:47]([O:48][CH2:49][C:50]3[CH:55]=[CH:54][CH:53]=[CH:52][CH:51]=3)[C@H:38]([O:39][CH2:40][C:41]3[CH:46]=[CH:45][CH:44]=[CH:43][CH:42]=3)[C@H:29]2[O:30][CH2:31][C:32]2[CH:37]=[CH:36][CH:35]=[CH:34][CH:33]=2)[C@@H:16]([CH2:60][O:61][CH2:62][C:63]2[CH:68]=[CH:67][CH:66]=[CH:65][CH:64]=2)[O:15][CH:10]1[O:11][CH2:12][CH:13]=[CH2:14])[C:2]1[CH:7]=[CH:6][CH:5]=[CH:4][CH:3]=1.[C:69]1(C)[CH:74]=[CH:73][C:72]([S:75](Cl)(=[O:77])=[O:76])=[CH:71][CH:70]=1.N1C=CC=C[CH:81]=1. The product is [CH2:1]([O:8][C@@H:9]1[C@@H:18]([O:19][CH2:20][C:21]2[CH:22]=[CH:23][CH:24]=[CH:25][CH:26]=2)[C@H:17]([O:27][C@@H:28]2[O:57][C@H:56]([CH:58]([S:75]([C:72]3[C:73]([CH3:81])=[CH:74][CH:69]=[CH:70][CH:71]=3)(=[O:76])=[O:77])[OH:59])[C@@H:47]([O:48][CH2:49][C:50]3[CH:51]=[CH:52][CH:53]=[CH:54][CH:55]=3)[C@H:38]([O:39][CH2:40][C:41]3[CH:42]=[CH:43][CH:44]=[CH:45][CH:46]=3)[C@H:29]2[O:30][CH2:31][C:32]2[CH:37]=[CH:36][CH:35]=[CH:34][CH:33]=2)[C@@H:16]([CH2:60][O:61][CH2:62][C:63]2[CH:64]=[CH:65][CH:66]=[CH:67][CH:68]=2)[O:15][CH:10]1[O:11][CH2:12][CH:13]=[CH2:14])[C:2]1[CH:7]=[CH:6][CH:5]=[CH:4][CH:3]=1. (3) The reactants are [C:1]([O:6][CH2:7][CH2:8][N:9]1[CH2:14][CH2:13][N:12]([S:15]([C:18]2[CH:19]=[CH:20][C:21]([O:39][CH2:40][CH2:41][CH3:42])=[C:22]([C:24]3[NH:25][C:26](=[O:38])[C:27]4[N:32]([CH2:33][CH3:34])[CH:31]=[C:30]([CH2:35][CH2:36][CH3:37])[C:28]=4[N:29]=3)[CH:23]=2)(=[O:17])=[O:16])[CH2:11][CH2:10]1)(=[O:5])[CH2:2][CH2:3][CH3:4].[OH:43][S:44]([OH:47])(=[O:46])=[O:45]. The catalyst is CCO.C1COCC1. The product is [S:44]([OH:47])([OH:46])(=[O:45])=[O:43].[C:1]([O:6][CH2:7][CH2:8][N:9]1[CH2:14][CH2:13][N:12]([S:15]([C:18]2[CH:19]=[CH:20][C:21]([O:39][CH2:40][CH2:41][CH3:42])=[C:22]([C:24]3[NH:25][C:26](=[O:38])[C:27]4[N:32]([CH2:33][CH3:34])[CH:31]=[C:30]([CH2:35][CH2:36][CH3:37])[C:28]=4[N:29]=3)[CH:23]=2)(=[O:16])=[O:17])[CH2:11][CH2:10]1)(=[O:5])[CH2:2][CH2:3][CH3:4]. The yield is 0.820. (4) The reactants are [F:1][C:2]1[C:7]([O:8][CH3:9])=[CH:6][C:5]([O:10][CH3:11])=[C:4]([F:12])[C:3]=1[N:13]1[CH2:22][C:21]2[C:16](=[N:17][C:18](S(C)=O)=[N:19][CH:20]=2)[N:15]([CH2:26][CH3:27])[C:14]1=[O:28].[CH2:29]([N:31]([CH2:37][CH3:38])[CH2:32][CH2:33][CH2:34][CH2:35][NH2:36])[CH3:30]. No catalyst specified. The product is [CH2:29]([N:31]([CH2:37][CH3:38])[CH2:32][CH2:33][CH2:34][CH2:35][NH:36][C:18]1[N:17]=[C:16]2[N:15]([CH2:26][CH3:27])[C:14](=[O:28])[N:13]([C:3]3[C:2]([F:1])=[C:7]([O:8][CH3:9])[CH:6]=[C:5]([O:10][CH3:11])[C:4]=3[F:12])[CH2:22][C:21]2=[CH:20][N:19]=1)[CH3:30]. The yield is 0.830. (5) The reactants are C([N:8]1[CH2:13][CH2:12][N:11]([CH2:14][CH:15]([OH:31])[CH2:16][O:17][C:18]2[C:30]3[C:29]4[C:24](=[CH:25][CH:26]=[CH:27][CH:28]=4)[NH:23][C:22]=3[CH:21]=[CH:20][CH:19]=2)[CH2:10][CH2:9]1)C1C=CC=CC=1.CCCCCC. The catalyst is CO.[Pd]. The product is [CH:21]1[C:22]2[NH:23][C:24]3[C:29](=[CH:28][CH:27]=[CH:26][CH:25]=3)[C:30]=2[C:18]([O:17][CH2:16][CH:15]([OH:31])[CH2:14][N:11]2[CH2:12][CH2:13][NH:8][CH2:9][CH2:10]2)=[CH:19][CH:20]=1. The yield is 0.880. (6) The reactants are [NH:1]1[CH2:4][CH:3]([O:5][C:6]2[CH:11]=[CH:10][C:9]([N:12]3[CH2:17][CH2:16][C:15]4[N:18]=[C:19]([C:21]5[CH:26]=[CH:25][C:24]([Cl:27])=[CH:23][CH:22]=5)[S:20][C:14]=4[C:13]3=[O:28])=[CH:8][C:7]=2[O:29][CH3:30])[CH2:2]1.C(O[C:34]1(O[Si](C)(C)C)[CH2:36][CH2:35]1)C.C(O)(=O)C.C([BH3-])#N.[Na+].[OH-].[Na+]. The catalyst is CO. The product is [ClH:27].[Cl:27][C:24]1[CH:23]=[CH:22][C:21]([C:19]2[S:20][C:14]3[C:13](=[O:28])[N:12]([C:9]4[CH:10]=[CH:11][C:6]([O:5][CH:3]5[CH2:4][N:1]([CH:34]6[CH2:36][CH2:35]6)[CH2:2]5)=[C:7]([O:29][CH3:30])[CH:8]=4)[CH2:17][CH2:16][C:15]=3[N:18]=2)=[CH:26][CH:25]=1. The yield is 0.340. (7) The reactants are Cl.C([N:15]1[CH2:18][CH:17]([OH:19])[CH2:16]1)(C1C=CC=CC=1)C1C=CC=CC=1.C(=O)([O-])[O-].[Na+].[Na+].[C:34](O[C:34]([O:36][C:37]([CH3:40])([CH3:39])[CH3:38])=[O:35])([O:36][C:37]([CH3:40])([CH3:39])[CH3:38])=[O:35].[H][H]. The catalyst is [Pd].ClCCl. The yield is 0.908. The product is [OH:19][CH:17]1[CH2:18][N:15]([C:34]([O:36][C:37]([CH3:38])([CH3:39])[CH3:40])=[O:35])[CH2:16]1. (8) The reactants are [CH3:1][O:2][C:3](=[O:30])[CH2:4][C:5]1[CH:10]=[CH:9][CH:8]=[C:7]([O:11][CH2:12][CH2:13][CH2:14][NH:15][CH2:16][CH:17]([C:24]2[CH:29]=[CH:28][CH:27]=[CH:26][CH:25]=2)[C:18]2[CH:23]=[CH:22][CH:21]=[CH:20][CH:19]=2)[CH:6]=1.[Cl:31][C:32]1[CH:33]=[C:34]([CH:37]=[CH:38][CH:39]=1)[CH2:35]Br.C(=O)([O-])[O-].[K+].[K+]. The catalyst is CN(C=O)C.O. The product is [CH3:1][O:2][C:3](=[O:30])[CH2:4][C:5]1[CH:10]=[CH:9][CH:8]=[C:7]([O:11][CH2:12][CH2:13][CH2:14][N:15]([CH2:16][CH:17]([C:24]2[CH:29]=[CH:28][CH:27]=[CH:26][CH:25]=2)[C:18]2[CH:19]=[CH:20][CH:21]=[CH:22][CH:23]=2)[CH2:35][C:34]2[CH:37]=[CH:38][CH:39]=[C:32]([Cl:31])[CH:33]=2)[CH:6]=1. The yield is 0.770.